From a dataset of NCI-60 drug combinations with 297,098 pairs across 59 cell lines. Regression. Given two drug SMILES strings and cell line genomic features, predict the synergy score measuring deviation from expected non-interaction effect. (1) Synergy scores: CSS=37.1, Synergy_ZIP=-0.0949, Synergy_Bliss=-2.94, Synergy_Loewe=-20.0, Synergy_HSA=-3.36. Cell line: NCIH23. Drug 1: CN(C)C1=NC(=NC(=N1)N(C)C)N(C)C. Drug 2: CC1=C(C(=O)C2=C(C1=O)N3CC4C(C3(C2COC(=O)N)OC)N4)N. (2) Drug 1: C1=NNC2=C1C(=O)NC=N2. Drug 2: N.N.Cl[Pt+2]Cl. Cell line: OVCAR3. Synergy scores: CSS=17.1, Synergy_ZIP=2.95, Synergy_Bliss=5.58, Synergy_Loewe=-17.2, Synergy_HSA=-1.53. (3) Drug 1: CC1=C2C(C(=O)C3(C(CC4C(C3C(C(C2(C)C)(CC1OC(=O)C(C(C5=CC=CC=C5)NC(=O)OC(C)(C)C)O)O)OC(=O)C6=CC=CC=C6)(CO4)OC(=O)C)OC)C)OC. Drug 2: CCC(=C(C1=CC=CC=C1)C2=CC=C(C=C2)OCCN(C)C)C3=CC=CC=C3.C(C(=O)O)C(CC(=O)O)(C(=O)O)O. Cell line: T-47D. Synergy scores: CSS=49.4, Synergy_ZIP=5.72, Synergy_Bliss=7.30, Synergy_Loewe=5.38, Synergy_HSA=10.3. (4) Drug 1: CC1=C(C(CCC1)(C)C)C=CC(=CC=CC(=CC(=O)O)C)C. Drug 2: CS(=O)(=O)CCNCC1=CC=C(O1)C2=CC3=C(C=C2)N=CN=C3NC4=CC(=C(C=C4)OCC5=CC(=CC=C5)F)Cl. Cell line: MDA-MB-231. Synergy scores: CSS=0.448, Synergy_ZIP=-3.11, Synergy_Bliss=-6.46, Synergy_Loewe=-1.28, Synergy_HSA=-4.67.